From a dataset of Peptide-MHC class I binding affinity with 185,985 pairs from IEDB/IMGT. Regression. Given a peptide amino acid sequence and an MHC pseudo amino acid sequence, predict their binding affinity value. This is MHC class I binding data. (1) The peptide sequence is SRARIKTRL. The MHC is HLA-A01:01 with pseudo-sequence HLA-A01:01. The binding affinity (normalized) is 0.0847. (2) The peptide sequence is RTWFHGSLY. The MHC is HLA-A03:01 with pseudo-sequence HLA-A03:01. The binding affinity (normalized) is 0.758. (3) The MHC is HLA-A02:06 with pseudo-sequence HLA-A02:06. The peptide sequence is PSKKHWLGK. The binding affinity (normalized) is 0.0847. (4) The binding affinity (normalized) is 0.0847. The peptide sequence is MLRKKQITV. The MHC is HLA-B46:01 with pseudo-sequence HLA-B46:01. (5) The peptide sequence is KRQEILDLWVY. The MHC is HLA-B45:01 with pseudo-sequence HLA-B45:01. The binding affinity (normalized) is 0. (6) The peptide sequence is YTAVVPLVY. The MHC is HLA-A30:02 with pseudo-sequence HLA-A30:02. The binding affinity (normalized) is 0.430.